From a dataset of Catalyst prediction with 721,799 reactions and 888 catalyst types from USPTO. Predict which catalyst facilitates the given reaction. (1) Reactant: [CH3:1][C:2]([C:4]1[CH:9]=[C:8]([OH:10])[CH:7]=[CH:6][C:5]=1[OH:11])=[O:3].[CH3:12][C:13]([CH3:15])=O.N1CCCC1. Product: [OH:10][C:8]1[CH:9]=[C:4]2[C:5](=[CH:6][CH:7]=1)[O:11][C:13]([CH3:15])([CH3:12])[CH2:1][C:2]2=[O:3]. The catalyst class is: 10. (2) Reactant: [C:1]1([S:7]([C:10]2[CH:11]=[CH:12][C:13]([C:41]([F:44])([F:43])[F:42])=[C:14]([S:16]([NH:19][CH:20]3[CH2:25][CH2:24][N:23]([C:26]([CH:28]4[CH2:33][CH2:32][N:31](C(OC(C)(C)C)=O)[CH2:30][CH2:29]4)=[O:27])[CH2:22][CH2:21]3)(=[O:18])=[O:17])[CH:15]=2)(=[O:9])=[O:8])[CH:6]=[CH:5][CH:4]=[CH:3][CH:2]=1.Cl. Product: [C:1]1([S:7]([C:10]2[CH:11]=[CH:12][C:13]([C:41]([F:42])([F:44])[F:43])=[C:14]([S:16]([NH:19][CH:20]3[CH2:21][CH2:22][N:23]([C:26]([CH:28]4[CH2:33][CH2:32][NH:31][CH2:30][CH2:29]4)=[O:27])[CH2:24][CH2:25]3)(=[O:17])=[O:18])[CH:15]=2)(=[O:8])=[O:9])[CH:2]=[CH:3][CH:4]=[CH:5][CH:6]=1. The catalyst class is: 13. (3) Reactant: [CH2:1]([C:3]1[CH:4]=[C:5]([C:11]2[S:15][C:14]([C:16]3[S:20][C:19]([CH:21]=[O:22])=[C:18]([CH3:23])[CH:17]=3)=[N:13][N:12]=2)[CH:6]=[C:7]([CH3:10])[C:8]=1[OH:9])[CH3:2].C([O-])([O-])=O.[K+].[K+].Br[CH2:31][CH2:32][O:33][Si](C(C)(C)C)(C)C.Cl. Product: [CH2:1]([C:3]1[CH:4]=[C:5]([C:11]2[S:15][C:14]([C:16]3[S:20][C:19]([CH:21]=[O:22])=[C:18]([CH3:23])[CH:17]=3)=[N:13][N:12]=2)[CH:6]=[C:7]([CH3:10])[C:8]=1[O:9][CH2:31][CH2:32][OH:33])[CH3:2]. The catalyst class is: 10. (4) Reactant: [NH2:1][C:2]1[CH:7]=[CH:6][CH:5]=[CH:4][N:3]=1.[F:8][C:9]([F:16])([F:15])[C:10]([O:12]CC)=O.FC(F)(F)C(OC(=O)C(F)(F)F)=O.[Cl:30][C:31]1[CH:36]=[CH:35][C:34]([CH2:37]Cl)=[CH:33][N:32]=1.C(=O)([O-])[O-].[K+].[K+]. Product: [Cl:30][C:31]1[N:32]=[CH:33][C:34]([CH2:37][N:3]2[CH:4]=[CH:5][CH:6]=[CH:7][C:2]2=[N:1][C:10](=[O:12])[C:9]([F:8])([F:15])[F:16])=[CH:35][CH:36]=1. The catalyst class is: 885. (5) Reactant: [F:1][CH:2]1[CH:7]([N:8]2[CH2:14][CH2:13][C:12]3[CH:15]=[C:16]([O:19][CH3:20])[CH:17]=[CH:18][C:11]=3[NH:10][C:9]2=[O:21])[CH2:6][CH2:5][NH:4][CH2:3]1.Cl[C:23]1[N:28]=[CH:27][N:26]=[C:25]([C:29]([C:31]2[CH:41]=[C:40]([CH3:42])[C:34]3[N:35]([CH3:39])[C:36](=[O:38])[O:37][C:33]=3[CH:32]=2)=[O:30])[CH:24]=1.CO. Product: [CH3:39][N:35]1[C:34]2[C:40]([CH3:42])=[CH:41][C:31]([C:29]([C:25]3[N:26]=[CH:27][N:28]=[C:23]([N:4]4[CH2:5][CH2:6][CH:7]([N:8]5[CH2:14][CH2:13][C:12]6[CH:15]=[C:16]([O:19][CH3:20])[CH:17]=[CH:18][C:11]=6[NH:10][C:9]5=[O:21])[CH:2]([F:1])[CH2:3]4)[CH:24]=3)=[O:30])=[CH:32][C:33]=2[O:37][C:36]1=[O:38]. The catalyst class is: 3. (6) Reactant: C([N:8]1[CH2:13][CH2:12][CH:11]([N:14]([CH2:19][CH2:20][OH:21])[CH2:15][CH2:16][CH2:17][OH:18])[CH2:10][CH2:9]1)C1C=CC=CC=1.[H][H]. Product: [OH:21][CH2:20][CH2:19][N:14]([CH2:15][CH2:16][CH2:17][OH:18])[CH:11]1[CH2:10][CH2:9][NH:8][CH2:13][CH2:12]1. The catalyst class is: 19. (7) Reactant: [CH:1]12[CH2:7][CH:6]([C:8]3[CH:13]=[CH:12][C:11]([NH:14][S:15]([C:18]4[CH:23]=[CH:22][C:21]([O:24][C:25]([F:28])([F:27])[F:26])=[CH:20][CH:19]=4)(=[O:17])=[O:16])=[CH:10][CH:9]=3)[CH:5]1[CH2:4][NH:3][CH2:2]2.[CH2:29](Br)[CH:30]=[CH2:31].C(N(CC)CC)C. Product: [CH2:31]([N:3]1[CH2:4][C@@H:5]2[C@@H:1]([CH2:7][C@H:6]2[C:8]2[CH:9]=[CH:10][C:11]([NH:14][S:15]([C:18]3[CH:23]=[CH:22][C:21]([O:24][C:25]([F:28])([F:26])[F:27])=[CH:20][CH:19]=3)(=[O:16])=[O:17])=[CH:12][CH:13]=2)[CH2:2]1)[CH:30]=[CH2:29]. The catalyst class is: 9.